Dataset: Forward reaction prediction with 1.9M reactions from USPTO patents (1976-2016). Task: Predict the product of the given reaction. (1) Given the reactants Br[C:2]1[CH:3]=[CH:4][C:5]2[O:6][CH2:7][C:8](=[O:12])[NH:9][C:10]=2[N:11]=1.[F:13][C:14]1[CH:19]=[CH:18][C:17]([C@@H:20]2[NH:25][CH2:24][C@@H:23]([CH3:26])[O:22][CH2:21]2)=[CH:16][CH:15]=1, predict the reaction product. The product is: [F:13][C:14]1[CH:15]=[CH:16][C:17]([C@@H:20]2[CH2:21][O:22][C@@H:23]([CH3:26])[CH2:24][N:25]2[C:2]2[CH:3]=[CH:4][C:5]3[O:6][CH2:7][C:8](=[O:12])[NH:9][C:10]=3[N:11]=2)=[CH:18][CH:19]=1. (2) Given the reactants [F:1][C:2]([F:18])([F:17])[C:3]1[N:8]=[C:7]([C:9](=[N:11][OH:12])[NH2:10])[CH:6]=[C:5]([C:13]([F:16])([F:15])[F:14])[N:4]=1.[C:19](N1C=CN=C1)(N1C=CN=C1)=[O:20].N12CCCN=C1CCCCC2.Cl, predict the reaction product. The product is: [F:18][C:2]([F:1])([F:17])[C:3]1[N:8]=[C:7]([C:9]2[NH:11][O:12][C:19](=[O:20])[N:10]=2)[CH:6]=[C:5]([C:13]([F:14])([F:15])[F:16])[N:4]=1. (3) Given the reactants [Cl:1][C:2]1[CH:3]=[C:4]2[C:14](=[C:15]([Cl:17])[CH:16]=1)[O:13][C:7]1([CH2:12][CH2:11][CH2:10][CH2:9][CH2:8]1)[CH2:6][C:5]2=O.Cl.O([NH2:22])C.N1C=CC=CC=1.[OH-].[K+], predict the reaction product. The product is: [Cl:1][C:2]1[CH:3]=[C:4]2[C:14](=[C:15]([Cl:17])[CH:16]=1)[O:13][C:7]1([CH2:12][CH2:11][CH2:10][CH2:9][CH2:8]1)[CH2:6][CH:5]2[NH2:22]. (4) The product is: [CH3:20][O:19][C:17]1[C:16]([O:21][CH3:22])=[CH:15][C:14]2[N:10]([C:8]3[S:9][C:5]([C:3]([OH:2])=[O:4])=[C:6]([C:30]4[CH:29]=[CH:28][CH:27]=[C:26]([CH2:25][OH:24])[CH:31]=4)[N:7]=3)[CH:11]=[N:12][C:13]=2[CH:18]=1. Given the reactants C[O:2][C:3]([C:5]1[S:9][C:8]([N:10]2[C:14]3[CH:15]=[C:16]([O:21][CH3:22])[C:17]([O:19][CH3:20])=[CH:18][C:13]=3[N:12]=[CH:11]2)=[N:7][C:6]=1Br)=[O:4].[OH:24][CH2:25][C:26]1[CH:27]=[C:28](B(O)O)[CH:29]=[CH:30][CH:31]=1, predict the reaction product. (5) Given the reactants Br[C:2]1N=[C:6]([CH:8]=[O:9])[CH:5]=[CH:4][C:3]=1[O:10][CH2:11]CO[Si](C(C)(C)C)(C)C.[Li]CC[CH2:24][CH3:25].C(NC(C)C)(C)C.[Br:33][C:34]1[N:39]=[C:38]([C:40]#[N:41])[CH:37]=[CH:36][CH:35]=1.C1C[O:45][CH2:44]C1, predict the reaction product. The product is: [Br:33][C:34]1[N:39]=[C:38]([C:40]2[NH:41][C:8](=[O:9])[C:6]3[C:24]([CH:25]=2)=[CH:2][C:3]([O:10][CH3:11])=[CH:4][C:5]=3[O:45][CH3:44])[CH:37]=[CH:36][CH:35]=1. (6) Given the reactants Cl[CH2:2][C:3]([C:5]1[C:6]([CH3:18])=[N:7][N:8]([C:11]2[CH:16]=[CH:15][C:14]([Cl:17])=[CH:13][CH:12]=2)[C:9]=1[CH3:10])=[O:4].[NH:19]1[CH2:24][CH2:23][CH2:22][CH2:21][CH2:20]1, predict the reaction product. The product is: [Cl:17][C:14]1[CH:15]=[CH:16][C:11]([N:8]2[C:9]([CH3:10])=[C:5]([C:3](=[O:4])[CH2:2][N:19]3[CH2:24][CH2:23][CH2:22][CH2:21][CH2:20]3)[C:6]([CH3:18])=[N:7]2)=[CH:12][CH:13]=1. (7) Given the reactants [CH2:1]([O:3][C:4]([N:6]1[C:15]2[C:10](=[CH:11][C:12]([C:16]([F:19])([F:18])[F:17])=[CH:13][CH:14]=2)[C:9]([CH:20]([C:22]2[CH:27]=[C:26]([C:28]([F:31])([F:30])[F:29])[CH:25]=[C:24]([C:32]([F:35])([F:34])[F:33])[CH:23]=2)[OH:21])=[CH:8][CH:7]1[CH2:36][CH3:37])=[O:5])[CH3:2], predict the reaction product. The product is: [CH2:1]([O:3][C:4]([N:6]1[C:15]2[C:10](=[CH:11][C:12]([C:16]([F:18])([F:19])[F:17])=[CH:13][CH:14]=2)[C:9]([C:20](=[O:21])[C:22]2[CH:27]=[C:26]([C:28]([F:29])([F:30])[F:31])[CH:25]=[C:24]([C:32]([F:33])([F:35])[F:34])[CH:23]=2)=[CH:8][CH:7]1[CH2:36][CH3:37])=[O:5])[CH3:2].